From a dataset of Catalyst prediction with 721,799 reactions and 888 catalyst types from USPTO. Predict which catalyst facilitates the given reaction. (1) Reactant: [CH2:1]([O:3][P:4]([CH:9]([P:60]([O:65][CH2:66][CH3:67])([O:62][CH2:63][CH3:64])=[O:61])[CH2:10][C:11]1[CH:16]=[CH:15][C:14]([NH:17][C:18]([CH2:20][O:21][C:22]([N:24]2[CH2:29][CH2:28][CH2:27][C@H:26]3[CH2:30][N:31]([C:33]4[C:42]([O:43][CH3:44])=[C:41]5[C:36]([C:37](=[O:58])[C:38]([C:48]([O:50]CC6C=CC=CC=6)=[O:49])=[CH:39][N:40]5[CH:45]5[CH2:47][CH2:46]5)=[CH:35][C:34]=4[F:59])[CH2:32][C@@H:25]23)=[O:23])=[O:19])=[CH:13][CH:12]=1)([O:6][CH2:7][CH3:8])=[O:5])[CH3:2].C1CCCCC=1. Product: [CH2:7]([O:6][P:4]([CH:9]([P:60]([O:62][CH2:63][CH3:64])([O:65][CH2:66][CH3:67])=[O:61])[CH2:10][C:11]1[CH:12]=[CH:13][C:14]([NH:17][C:18]([CH2:20][O:21][C:22]([N:24]2[CH2:29][CH2:28][CH2:27][C@H:26]3[CH2:30][N:31]([C:33]4[C:42]([O:43][CH3:44])=[C:41]5[C:36]([C:37](=[O:58])[C:38]([C:48]([OH:50])=[O:49])=[CH:39][N:40]5[CH:45]5[CH2:46][CH2:47]5)=[CH:35][C:34]=4[F:59])[CH2:32][C@@H:25]23)=[O:23])=[O:19])=[CH:15][CH:16]=1)([O:3][CH2:1][CH3:2])=[O:5])[CH3:8]. The catalyst class is: 50. (2) Reactant: CCN(C(C)C)C(C)C.[CH3:10][O:11][C:12]1[CH:20]=[CH:19][CH:18]=[CH:17][C:13]=1[C:14]([OH:16])=O.C1C=CC2N(O)N=NC=2C=1.CCN=C=NCCCN(C)C.Cl.[O:43]=[C:44]([N:61]1[CH2:66][CH2:65][NH:64][CH2:63][CH2:62]1)[CH2:45][NH:46][C:47]([C:49]1[CH:54]=[CH:53][C:52]([C:55]2[CH:60]=[CH:59][CH:58]=[CH:57][CH:56]=2)=[CH:51][CH:50]=1)=[O:48]. Product: [CH3:10][O:11][C:12]1[CH:20]=[CH:19][CH:18]=[CH:17][C:13]=1[C:14]([N:64]1[CH2:63][CH2:62][N:61]([C:44](=[O:43])[CH2:45][NH:46][C:47]([C:49]2[CH:54]=[CH:53][C:52]([C:55]3[CH:60]=[CH:59][CH:58]=[CH:57][CH:56]=3)=[CH:51][CH:50]=2)=[O:48])[CH2:66][CH2:65]1)=[O:16]. The catalyst class is: 18.